From a dataset of Peptide-MHC class I binding affinity with 185,985 pairs from IEDB/IMGT. Regression. Given a peptide amino acid sequence and an MHC pseudo amino acid sequence, predict their binding affinity value. This is MHC class I binding data. The peptide sequence is RTRPPPCPH. The MHC is HLA-B57:01 with pseudo-sequence HLA-B57:01. The binding affinity (normalized) is 0.368.